From a dataset of Retrosynthesis with 50K atom-mapped reactions and 10 reaction types from USPTO. Predict the reactants needed to synthesize the given product. (1) Given the product CC(C)(C)c1csc(-c2cc3cc(O)ccc3o2)n1, predict the reactants needed to synthesize it. The reactants are: COc1ccc2oc(-c3nc(C(C)(C)C)cs3)cc2c1. (2) Given the product Cc1cccc(C#Cc2ccc(-c3ccnn3C)cc2)n1, predict the reactants needed to synthesize it. The reactants are: Cc1cccc(C#Cc2ccc(-c3ccn(C)n3)cc2)n1. (3) Given the product CS(=O)(=O)Nc1ccc(-c2csc(NC(=O)N(CCCC(=O)O)CCC(c3ccccc3)c3ccccc3)n2)cc1, predict the reactants needed to synthesize it. The reactants are: CC(C)(C)OC(=O)CCCN(CCC(c1ccccc1)c1ccccc1)C(=O)Nc1nc(-c2ccc(NS(C)(=O)=O)cc2)cs1. (4) Given the product CCOC(=O)NC(=O)c1cc2cc(-c3ccco3)ccc2oc1=O, predict the reactants needed to synthesize it. The reactants are: CCOC(=O)NC(=O)c1cc2cc(Br)ccc2oc1=O.OB(O)c1ccco1. (5) Given the product CCCCCCCc1ccccc1Br, predict the reactants needed to synthesize it. The reactants are: CCCCCCC(O)c1ccccc1Br. (6) Given the product COc1cccc(NC2CCN(C(=O)OC(C)(C)C)CC2)c1OC, predict the reactants needed to synthesize it. The reactants are: CC(C)(C)OC(=O)N1CCC(=O)CC1.COc1cccc(N)c1OC. (7) Given the product CC(=O)c1cccc(OC(=O)c2c(C)cccc2C)c1, predict the reactants needed to synthesize it. The reactants are: CC(=O)c1cccc(O)c1.Cc1cccc(C)c1C(=O)Cl. (8) Given the product CCOC(=O)N1CCC(c2cc(NCc3ccc(Cl)cc3Cl)n3nccc3n2)CC1, predict the reactants needed to synthesize it. The reactants are: CCOC(=O)N1CCC(c2cc(Cl)n3nccc3n2)CC1.NCc1ccc(Cl)cc1Cl. (9) Given the product CNC(=O)c1cc(CO)ccn1, predict the reactants needed to synthesize it. The reactants are: CCOC(=O)c1ccnc(C(=O)NC)c1. (10) Given the product Cc1ccc(S(=O)(=O)n2ncc3c(C#N)cc(-c4cccc5[nH]ccc45)cc32)cc1, predict the reactants needed to synthesize it. The reactants are: CC1(C)OB(c2cccc3[nH]ccc23)OC1(C)C.Cc1ccc(S(=O)(=O)n2ncc3c(C#N)cc(Br)cc32)cc1.